This data is from Catalyst prediction with 721,799 reactions and 888 catalyst types from USPTO. The task is: Predict which catalyst facilitates the given reaction. (1) The catalyst class is: 181. Reactant: [CH3:1][O:2][C:3]1[CH:8]=[CH:7][C:6]([N+:9]([O-])=O)=[CH:5][C:4]=1[O:12][CH2:13][C:14]1[C:23]2[C:18](=[CH:19][CH:20]=[CH:21][CH:22]=2)[CH:17]=[CH:16][CH:15]=1.O.NN.[CH3:27]O. Product: [CH3:1][O:2][C:3]1[CH:8]=[CH:7][C:6]([NH2:9])=[CH:5][C:4]=1[O:12][CH2:13][CH2:14][C:15]1[CH:16]=[CH:17][C:18]2[C:23](=[CH:22][CH:21]=[CH:20][CH:19]=2)[CH:27]=1. (2) Reactant: [Cl:1][C:2]1[CH:3]=[C:4]([C:9]2[CH:10]=[C:11]3[C:15](=[CH:16][CH:17]=2)[NH:14][C:13]2[C:18]([CH3:22])=[N:19][CH:20]=[CH:21][C:12]3=2)[CH:5]=[C:6]([Cl:8])[CH:7]=1.ClC1C=C(C=CC=1)C(OO)=[O:28]. Product: [Cl:1][C:2]1[CH:3]=[C:4]([C:9]2[CH:10]=[C:11]3[C:15](=[CH:16][CH:17]=2)[NH:14][C:13]2[C:18]([CH3:22])=[N+:19]([O-:28])[CH:20]=[CH:21][C:12]3=2)[CH:5]=[C:6]([Cl:8])[CH:7]=1. The catalyst class is: 373. (3) Reactant: [OH:1][C:2]1[C:3]([C:12]([OH:14])=O)=[CH:4][CH:5]=[C:6]2[C:11]=1[N:10]=[CH:9][CH:8]=[CH:7]2.N1(C(N2C=CN=C2)=O)C=CN=C1.[CH2:27]1[C:35]2[C:30](=[CH:31][CH:32]=[CH:33][CH:34]=2)[CH2:29][NH:28]1. Product: [OH:1][C:2]1[C:3]([C:12]([N:28]2[CH2:29][C:30]3[C:35](=[CH:34][CH:33]=[CH:32][CH:31]=3)[CH2:27]2)=[O:14])=[CH:4][CH:5]=[C:6]2[C:11]=1[N:10]=[CH:9][CH:8]=[CH:7]2. The catalyst class is: 1. (4) Reactant: [NH2:1][C:2]1[CH2:28][O:27][CH2:26][C@:4]2([C:17]3[CH:16]=[C:15]([C:18]4[CH2:19][O:20][CH2:21][CH2:22][CH:23]=4)[CH:14]=[C:13]([F:24])[C:12]=3[O:11][C:10]3[C:5]2=[CH:6][C:7]([OH:25])=[CH:8][CH:9]=3)[N:3]=1.ClC1C=CC(N([S:37]([C:40]([F:43])([F:42])[F:41])(=[O:39])=[O:38])[S:37]([C:40]([F:43])([F:42])[F:41])(=[O:39])=[O:38])=NC=1. Product: [F:41][C:40]([F:43])([F:42])[S:37]([O:25][C:7]1[CH:6]=[C:5]2[C:10]([O:11][C:12]3[C:13]([F:24])=[CH:14][C:15]([C:18]4[CH2:19][O:20][CH2:21][CH2:22][CH:23]=4)=[CH:16][C:17]=3[C@:4]32[N:3]=[C:2]([NH2:1])[CH2:28][O:27][CH2:26]3)=[CH:9][CH:8]=1)(=[O:39])=[O:38]. The catalyst class is: 2. (5) The catalyst class is: 3. Product: [CH2:1]([O:8][C:9](=[O:28])[NH:10][CH2:11][CH2:12][CH2:13][CH2:14][CH2:15][C:16](=[O:27])[N:17]([C:18]1[CH:23]=[C:22]([C:24]#[N:25])[CH:21]=[CH:20][C:19]=1[NH2:26])[CH2:32][CH2:33][CH3:34])[C:2]1[CH:7]=[CH:6][CH:5]=[CH:4][CH:3]=1. Reactant: [CH2:1]([O:8][C:9](=[O:28])[NH:10][CH2:11][CH2:12][CH2:13][CH2:14][CH2:15][C:16](=[O:27])[NH:17][C:18]1[CH:23]=[C:22]([C:24]#[N:25])[CH:21]=[CH:20][C:19]=1[NH2:26])[C:2]1[CH:7]=[CH:6][CH:5]=[CH:4][CH:3]=1.[H-].[Na+].I[CH2:32][CH2:33][CH3:34].O.